This data is from Catalyst prediction with 721,799 reactions and 888 catalyst types from USPTO. The task is: Predict which catalyst facilitates the given reaction. Reactant: [NH2:1][C@@H:2]([CH2:6][CH2:7][OH:8])[C:3]([OH:5])=[O:4].[OH-].[Na+].Cl[C:12](Cl)([O:14]C(=O)OC(Cl)(Cl)Cl)Cl. Product: [O:14]=[C:12]1[NH:1][C@H:2]([C:3]([OH:5])=[O:4])[CH2:6][CH2:7][O:8]1. The catalyst class is: 12.